Dataset: Catalyst prediction with 721,799 reactions and 888 catalyst types from USPTO. Task: Predict which catalyst facilitates the given reaction. (1) Reactant: C(Cl)(Cl)=O.[C:5]1([CH3:11])[CH:10]=[CH:9][CH:8]=[CH:7][CH:6]=1.[NH2:12]O.CC[N:16]([CH2:19]C)CC.[CH3:21][CH2:22][O:23][C:24](C)=[O:25]. Product: [O:25]=[C:24]1[N:12]2[C:6]3[CH:7]=[CH:8][CH:9]=[CH:10][C:5]=3[CH2:11][C@H:21]2[C@H:22]([C:19]#[N:16])[O:23]1. The catalyst class is: 2. (2) Product: [C:1]([O:5][C:6](=[O:19])[CH2:7][C@@H:8]([CH2:9][OH:10])[CH2:12][C@H:13]([CH3:18])[CH2:14][CH2:15][CH2:16][CH3:17])([CH3:2])([CH3:4])[CH3:3]. Reactant: [C:1]([O:5][C:6](=[O:19])[CH2:7][C@H:8]([CH2:12][C@H:13]([CH3:18])[CH2:14][CH2:15][CH2:16][CH3:17])[C:9](O)=[O:10])([CH3:4])([CH3:3])[CH3:2]. The catalyst class is: 1.